Dataset: Reaction yield outcomes from USPTO patents with 853,638 reactions. Task: Predict the reaction yield, written as a fraction of the theoretical maximum amount of product (1.0 means a 100% yield; for example, 0.34 means a 34% yield). (1) The reactants are CS([O:5][CH:6]1[CH:11]([CH3:12])[CH2:10][C:9]([C:13]2[CH:18]=[CH:17][N:16]=[CH:15][C:14]=2[N+:19]([O-:21])=[O:20])=[CH:8][CH:7]1[NH:22][C:23]([O:25][C:26]([CH3:29])([CH3:28])[CH3:27])=[O:24])(=O)=O.C(N(CC)CC)C.C[C:38]([O:41]C(OC(OC(C)(C)C)=O)=O)(C)C. The catalyst is N1C=CC=CC=1. The product is [CH3:12][CH:11]1[CH:6]2[CH:7]([N:22]([C:23]([O:25][C:26]([CH3:29])([CH3:28])[CH3:27])=[O:24])[C:38](=[O:41])[O:5]2)[CH:8]=[C:9]([C:13]2[CH:18]=[CH:17][N:16]=[CH:15][C:14]=2[N+:19]([O-:21])=[O:20])[CH2:10]1. The yield is 0.660. (2) The reactants are [Cl:1][C:2]1[CH:3]=[C:4](/[C:12](=[N:16]\[O:17][CH:18]2[CH2:22][CH2:21][CH2:20][CH2:19]2)/[C:13]([OH:15])=O)[CH:5]=[CH:6][C:7]=1[S:8]([CH3:11])(=[O:10])=[O:9].[CH3:23][O:24][C:25]1[CH:34]=[CH:33][C:28]2[N:29]=[C:30]([NH2:32])[S:31][C:27]=2[CH:26]=1.C(N(CC)C(C)C)(C)C. The catalyst is C(Cl)Cl. The product is [Cl:1][C:2]1[CH:3]=[C:4](/[C:12](=[N:16]\[O:17][CH:18]2[CH2:22][CH2:21][CH2:20][CH2:19]2)/[C:13]([NH:32][C:30]2[S:31][C:27]3[CH:26]=[C:25]([O:24][CH3:23])[CH:34]=[CH:33][C:28]=3[N:29]=2)=[O:15])[CH:5]=[CH:6][C:7]=1[S:8]([CH3:11])(=[O:9])=[O:10]. The yield is 0.540. (3) The reactants are [Cl:1][C:2]1[CH:7]=[CH:6][CH:5]=[CH:4][C:3]=1[C:8]1[N:9]([C:18]2[CH:23]=[CH:22][C:21]([Cl:24])=[CH:20][CH:19]=2)[CH:10]=[C:11]([C:13](OCC)=[O:14])[N:12]=1.CC(C[AlH]CC(C)C)C. The catalyst is C1(C)C=CC=CC=1. The product is [Cl:1][C:2]1[CH:7]=[CH:6][CH:5]=[CH:4][C:3]=1[C:8]1[N:9]([C:18]2[CH:19]=[CH:20][C:21]([Cl:24])=[CH:22][CH:23]=2)[CH:10]=[C:11]([CH:13]=[O:14])[N:12]=1. The yield is 0.380. (4) The reactants are [ClH:1].[OH:2][C:3]([C:35]1[CH:40]=[CH:39][CH:38]=[CH:37][CH:36]=1)([C:29]1[CH:34]=[CH:33][CH:32]=[CH:31][CH:30]=1)[CH:4]1[CH2:9][CH2:8][N:7]([CH2:10][CH2:11][CH2:12][C:13]([C:15]2[CH:20]=[CH:19][C:18]([C:21]([CH3:28])([CH3:27])[C:22]([O:24]CC)=[O:23])=[CH:17][CH:16]=2)=[O:14])[CH2:6][CH2:5]1.[OH-].[Na+].[BH4-].[Na+].Cl. The catalyst is O.CC(C)=O.CO. The product is [OH2:2].[ClH:1].[OH:2][C:3]([C:35]1[CH:36]=[CH:37][CH:38]=[CH:39][CH:40]=1)([C:29]1[CH:30]=[CH:31][CH:32]=[CH:33][CH:34]=1)[CH:4]1[CH2:9][CH2:8][N:7]([CH2:10][CH2:11][CH2:12][CH:13]([C:15]2[CH:20]=[CH:19][C:18]([C:21]([CH3:28])([CH3:27])[C:22]([OH:24])=[O:23])=[CH:17][CH:16]=2)[OH:14])[CH2:6][CH2:5]1. The yield is 0.915. (5) The reactants are [Br:1][C:2]1[C:7]([F:8])=[CH:6][C:5]([C:9]2[C:18]3[C:13](=[CH:14][C:15]([S:19](OC4C(F)=C(F)C(F)=C(F)C=4F)(=[O:21])=[O:20])=[CH:16][CH:17]=3)[CH:12]=[N:11][N:10]=2)=[C:4]([O:34][CH3:35])[CH:3]=1.[O:36]1[CH:40]=[CH:39][C:38]([NH2:41])=[N:37]1.C1COCC1.C[Si]([N-][Si](C)(C)C)(C)C.[Li+]. The catalyst is CCOC(C)=O. The product is [Br:1][C:2]1[C:7]([F:8])=[CH:6][C:5]([C:9]2[C:18]3[C:13](=[CH:14][C:15]([S:19]([NH:41][C:38]4[CH:39]=[CH:40][O:36][N:37]=4)(=[O:20])=[O:21])=[CH:16][CH:17]=3)[CH:12]=[N:11][N:10]=2)=[C:4]([O:34][CH3:35])[CH:3]=1. The yield is 0.380.